From a dataset of Catalyst prediction with 721,799 reactions and 888 catalyst types from USPTO. Predict which catalyst facilitates the given reaction. (1) Reactant: [NH2:1][C:2]1[C:3]([NH:16][C:17]2[CH:22]=[CH:21][C:20]([Cl:23])=[CH:19][CH:18]=2)=[N:4][C:5]([C:14]#[N:15])=[N:6][C:7]=1[N:8]1[CH2:13][CH2:12][O:11][CH2:10][CH2:9]1.[NH:24]1CCCC[CH2:25]1. Product: [NH2:24][C:25]1[N:16]([C:17]2[CH:22]=[CH:21][C:20]([Cl:23])=[CH:19][CH:18]=2)[C:3]2[C:2]([N:1]=1)=[C:7]([N:8]1[CH2:13][CH2:12][O:11][CH2:10][CH2:9]1)[N:6]=[C:5]([C:14]#[N:15])[N:4]=2. The catalyst class is: 4. (2) Reactant: [F:1][C:2]1[C:3]([CH3:19])=[C:4]([CH:9]=[C:10]([C:12]2[CH:17]=[CH:16][CH:15]=[C:14]([F:18])[CH:13]=2)[CH:11]=1)[C:5]([O:7]C)=[O:6].[OH-].[Na+]. Product: [F:1][C:2]1[C:3]([CH3:19])=[C:4]([CH:9]=[C:10]([C:12]2[CH:17]=[CH:16][CH:15]=[C:14]([F:18])[CH:13]=2)[CH:11]=1)[C:5]([OH:7])=[O:6]. The catalyst class is: 36. (3) Reactant: [CH:1]([C:4]1[N:8]=[C:7]([N:9]2[CH2:14][CH2:13][CH:12]([N:15]3[CH2:19][CH2:18][CH2:17][C:16]3=[O:20])[CH2:11][CH2:10]2)[S:6][N:5]=1)([CH3:3])[CH3:2].C([N-]C(C)C)(C)C.[Li+].Cl[CH2:30][C:31]1[CH:36]=[CH:35][C:34]([S:37]([CH3:40])(=[O:39])=[O:38])=[CH:33][CH:32]=1. Product: [CH:1]([C:4]1[N:8]=[C:7]([N:9]2[CH2:14][CH2:13][CH:12]([N:15]3[CH2:19][CH2:18][CH:17]([CH2:30][C:31]4[CH:32]=[CH:33][C:34]([S:37]([CH3:40])(=[O:39])=[O:38])=[CH:35][CH:36]=4)[C:16]3=[O:20])[CH2:11][CH2:10]2)[S:6][N:5]=1)([CH3:3])[CH3:2]. The catalyst class is: 1. (4) Reactant: C(N(CC)CC)C.[NH2:8][N:9]1[CH:13]=[CH:12][CH:11]=[C:10]1[C:14]([NH2:16])=[O:15].[Br:17][C:18]1[CH:26]=[CH:25][C:21]([C:22](Cl)=[O:23])=[CH:20][CH:19]=1. Product: [Br:17][C:18]1[CH:26]=[CH:25][C:21]([C:22]([NH:8][N:9]2[CH:13]=[CH:12][CH:11]=[C:10]2[C:14]([NH2:16])=[O:15])=[O:23])=[CH:20][CH:19]=1. The catalyst class is: 4. (5) Reactant: [H-].C([Al+]CC(C)C)C(C)C.C([O:13][C:14]([C:16]1[C:17]([C:28]2[CH:33]=[CH:32][N:31]=[CH:30][CH:29]=2)=[C:18]([C:21]2[CH:26]=[CH:25][C:24]([F:27])=[CH:23][CH:22]=2)[NH:19][CH:20]=1)=O)C. Product: [F:27][C:24]1[CH:23]=[CH:22][C:21]([C:18]2[NH:19][CH:20]=[C:16]([CH2:14][OH:13])[C:17]=2[C:28]2[CH:33]=[CH:32][N:31]=[CH:30][CH:29]=2)=[CH:26][CH:25]=1. The catalyst class is: 359. (6) Reactant: [C:1](=[O:7])([O:3][CH:4]([CH3:6])[CH3:5])[NH2:2].[C:8](Cl)(=[O:12])/[CH:9]=[CH:10]/[CH3:11].CC(C)([O-])C.[Li+].Cl. Product: [C:8]([NH:2][C:1](=[O:7])[O:3][CH:4]([CH3:6])[CH3:5])(=[O:12])/[CH:9]=[CH:10]/[CH3:11]. The catalyst class is: 469. (7) Reactant: [CH3:1][CH:2]([CH3:25])[CH:3]([NH:8][C:9]([C:11]1[S:12][C:13]([C:16]2[CH:21]=[CH:20][C:19]([N+:22]([O-])=O)=[CH:18][CH:17]=2)=[CH:14][N:15]=1)=[O:10])[C:4]([O:6][CH3:7])=[O:5].C(=O)([O-])[O-].[K+].[K+].Br[CH2:33][C:34]1[CH:39]=[CH:38][C:37]([F:40])=[CH:36][CH:35]=1.O. Product: [F:40][C:37]1[CH:38]=[CH:39][C:34]([CH2:33][NH:22][C:19]2[CH:20]=[CH:21][C:16]([C:13]3[S:12][C:11]([C:9]([NH:8][CH:3]([CH:2]([CH3:25])[CH3:1])[C:4]([O:6][CH3:7])=[O:5])=[O:10])=[N:15][CH:14]=3)=[CH:17][CH:18]=2)=[CH:35][CH:36]=1. The catalyst class is: 21. (8) Reactant: [N:1]1([S:11]([C:14]2[CH:15]=[C:16]([N:20]3[C:25](=[O:26])[C:24]4=[C:27](C=O)[S:28][CH:29]=[C:23]4[NH:22][C:21]3=[O:32])[CH:17]=[CH:18][CH:19]=2)(=[O:13])=[O:12])[C:10]2[C:5](=[CH:6][CH:7]=[CH:8][CH:9]=2)[CH2:4][CH2:3][CH2:2]1.CS(CSC)=[O:35].C1[CH2:43][O:42][CH2:41][CH2:40]1. Product: [N:1]1([S:11]([C:14]2[CH:15]=[C:16]([N:20]3[C:25](=[O:26])[C:24]4=[C:27]([CH2:40][C:41]([O:42][CH3:43])=[O:35])[S:28][CH:29]=[C:23]4[NH:22][C:21]3=[O:32])[CH:17]=[CH:18][CH:19]=2)(=[O:13])=[O:12])[C:10]2[C:5](=[CH:6][CH:7]=[CH:8][CH:9]=2)[CH2:4][CH2:3][CH2:2]1. The catalyst class is: 13. (9) Reactant: [Br:1][C:2]1[CH:7]=[C:6]([CH3:8])[C:5]([C:9]2[C:13]3[N:14]=[C:15]([CH3:26])[N:16]=[C:17]([N:18]4[CH2:23][CH2:22][CH:21]([CH2:24][OH:25])[CH2:20][CH2:19]4)[C:12]=3[S:11][C:10]=2[CH3:27])=[C:4]([CH3:28])[CH:3]=1.CCO.[ClH:32]. Product: [ClH:32].[Br:1][C:2]1[CH:7]=[C:6]([CH3:8])[C:5]([C:9]2[C:13]3[N:14]=[C:15]([CH3:26])[N:16]=[C:17]([N:18]4[CH2:19][CH2:20][CH:21]([CH2:24][OH:25])[CH2:22][CH2:23]4)[C:12]=3[S:11][C:10]=2[CH3:27])=[C:4]([CH3:28])[CH:3]=1. The catalyst class is: 25.